The task is: Predict the product of the given reaction.. This data is from Forward reaction prediction with 1.9M reactions from USPTO patents (1976-2016). (1) Given the reactants [Cl:1][C:2]1[C:7]([O:8][CH3:9])=[C:6]([O:10][CH3:11])[CH:5]=[CH:4][C:3]=1[CH2:12][CH2:13][C:14]([OH:16])=O.CS(O)(=O)=O, predict the reaction product. The product is: [Cl:1][C:2]1[C:7]([O:8][CH3:9])=[C:6]([O:10][CH3:11])[CH:5]=[C:4]2[C:3]=1[CH2:12][CH2:13][C:14]2=[O:16]. (2) Given the reactants Br[C:2]1[S:3][C:4]([C:7]([N:9]2[CH2:18][CH2:17][C:16]3[C:15]([CH:19]=[O:20])=[C:14]([O:21][CH3:22])[CH:13]=[CH:12][C:11]=3[CH2:10]2)=[O:8])=[CH:5][N:6]=1.CN(C)C=O.[CH3:28][N:29]1[CH2:34][CH2:33][NH:32][CH2:31][CH2:30]1.C(=O)([O-])[O-].[K+].[K+], predict the reaction product. The product is: [CH3:22][O:21][C:14]1[CH:13]=[CH:12][C:11]2[CH2:10][N:9]([C:7]([C:4]3[S:3][C:2]([N:32]4[CH2:33][CH2:34][N:29]([CH3:28])[CH2:30][CH2:31]4)=[N:6][CH:5]=3)=[O:8])[CH2:18][CH2:17][C:16]=2[C:15]=1[CH:19]=[O:20]. (3) Given the reactants [Br:1][C:2]1[CH:7]=[CH:6][C:5]([NH:8]C(=O)OCC)=[C:4]([C:14]#[C:15][C:16]2[CH:21]=[CH:20][CH:19]=[CH:18][CH:17]=2)[CH:3]=1, predict the reaction product. The product is: [Br:1][C:2]1[CH:3]=[C:4]2[C:5](=[CH:6][CH:7]=1)[NH:8][C:15]([C:16]1[CH:21]=[CH:20][CH:19]=[CH:18][CH:17]=1)=[CH:14]2.